This data is from Full USPTO retrosynthesis dataset with 1.9M reactions from patents (1976-2016). The task is: Predict the reactants needed to synthesize the given product. (1) The reactants are: [OH:1][C:2]1[CH:7]=[CH:6][C:5]([S:8][CH2:9][CH2:10][CH2:11][C:12]([OH:14])=O)=[CH:4][CH:3]=1.[CH3:15][NH:16][CH2:17][C:18]1[CH:23]=[CH:22][CH:21]=[CH:20][C:19]=1[CH3:24]. Given the product [OH:1][C:2]1[CH:3]=[CH:4][C:5]([S:8][CH2:9][CH2:10][CH2:11][C:12]([N:16]([CH3:15])[CH2:17][C:18]2[CH:23]=[CH:22][CH:21]=[CH:20][C:19]=2[CH3:24])=[O:14])=[CH:6][CH:7]=1, predict the reactants needed to synthesize it. (2) Given the product [C:27]([C:24]([C:20]1[CH:19]=[C:18]([C:17]([NH:16][C:11]2[CH:12]=[CH:13][C:14]([CH3:15])=[C:9]([CH:10]=2)[O:8][C:5]2[CH:4]=[CH:3][C:2]([NH:1][C:36]([NH:35][C:30](=[O:34])[O:31][CH2:32][CH3:33])=[S:37])=[N:7][CH:6]=2)=[O:29])[CH:23]=[CH:22][CH:21]=1)([CH3:26])[CH3:25])#[N:28], predict the reactants needed to synthesize it. The reactants are: [NH2:1][C:2]1[N:7]=[CH:6][C:5]([O:8][C:9]2[CH:10]=[C:11]([NH:16][C:17](=[O:29])[C:18]3[CH:23]=[CH:22][CH:21]=[C:20]([C:24]([C:27]#[N:28])([CH3:26])[CH3:25])[CH:19]=3)[CH:12]=[CH:13][C:14]=2[CH3:15])=[CH:4][CH:3]=1.[C:30]([N:35]=[C:36]=[S:37])(=[O:34])[O:31][CH2:32][CH3:33].O. (3) Given the product [Br:43][C:39]1[CH:40]=[C:41]([CH3:42])[C:36]2[N:35]=[C:34]([CH2:44][CH2:45][CH3:46])[N:33]([CH2:32][CH2:31][O:19][C:12]3[CH:11]=[CH:10][C:9]([CH2:8][CH:4]4[S:3][C:2](=[O:1])[NH:6][C:5]4=[O:7])=[CH:18][C:13]=3[C:14]([O:16][CH3:17])=[O:15])[C:37]=2[CH:38]=1, predict the reactants needed to synthesize it. The reactants are: [O:1]=[C:2]1[NH:6][C:5](=[O:7])[CH:4]([CH2:8][C:9]2[CH:10]=[CH:11][C:12]([OH:19])=[C:13]([CH:18]=2)[C:14]([O:16][CH3:17])=[O:15])[S:3]1.C(=O)([O-])[O-].[Cs+].[Cs+].CS(O[CH2:31][CH2:32][N:33]1[C:37]2[CH:38]=[C:39]([Br:43])[CH:40]=[C:41]([CH3:42])[C:36]=2[N:35]=[C:34]1[CH2:44][CH2:45][CH3:46])(=O)=O.O. (4) Given the product [C@H:1]1([CH2:11][OH:12])[CH2:6][CH2:5][C@H:4]([CH2:7][OH:8])[CH2:3][CH2:2]1, predict the reactants needed to synthesize it. The reactants are: [C@H:1]1([C:11](OC)=[O:12])[CH2:6][CH2:5][C@H:4]([C:7](OC)=[O:8])[CH2:3][CH2:2]1.[H-].[H-].[H-].[H-].[Li+].[Al+3].